Dataset: Forward reaction prediction with 1.9M reactions from USPTO patents (1976-2016). Task: Predict the product of the given reaction. (1) Given the reactants [CH3:1][C:2]1([C:7]2[O:11][C:10]([CH2:12][N:13]3[CH:17]=[C:16]([NH2:18])[CH:15]=[N:14]3)=[CH:9][CH:8]=2)[O:6]CCO1.[F:19][C:20]1[CH:21]=[C:22]([C:26]2[O:30][C:29]([CH3:31])=[N:28][C:27]=2[C:32](O)=[O:33])[CH:23]=[CH:24][CH:25]=1, predict the reaction product. The product is: [C:2]([C:7]1[O:11][C:10]([CH2:12][N:13]2[CH:17]=[C:16]([NH:18][C:32]([C:27]3[N:28]=[C:29]([CH3:31])[O:30][C:26]=3[C:22]3[CH:23]=[CH:24][CH:25]=[C:20]([F:19])[CH:21]=3)=[O:33])[CH:15]=[N:14]2)=[CH:9][CH:8]=1)(=[O:6])[CH3:1]. (2) Given the reactants Cl.[CH3:2][NH:3][O:4][CH3:5].C1C=CC2N(O)N=NC=2C=1.CCN=C=NCCCN(C)C.Cl.CN1CCOCC1.[F:35][C:36]1[CH:41]=[C:40]([C:42]([OH:44])=O)[CH:39]=[CH:38][N:37]=1.Cl, predict the reaction product. The product is: [F:35][C:36]1[CH:41]=[C:40]([C:42]([N:3]([O:4][CH3:5])[CH3:2])=[O:44])[CH:39]=[CH:38][N:37]=1. (3) Given the reactants FC(F)(F)C(O)=O.[S:8]1[CH:12]=[CH:11][C:10]([C:13]2[CH:18]=[CH:17][C:16]([CH:19]([CH3:22])[CH2:20][NH2:21])=[CH:15][CH:14]=2)=[CH:9]1.Cl[C:24]([O:26][C:27]([CH3:30])([CH3:29])[CH3:28])=[O:25], predict the reaction product. The product is: [S:8]1[CH:12]=[CH:11][C:10]([C:13]2[CH:18]=[CH:17][C:16]([CH:19]([CH2:22][C:24]([O:26][C:27]([CH3:30])([CH3:29])[CH3:28])=[O:25])[CH2:20][NH2:21])=[CH:15][CH:14]=2)=[CH:9]1. (4) Given the reactants Cl.[C:2]([NH2:7])(=[NH:6])[CH:3]([CH3:5])[CH3:4].CC[O-].[Na+].[C:12]([OH:20])(=[O:19])/[C:13](=[C:15](\[CH:17]=O)/[Br:16])/Br, predict the reaction product. The product is: [Br:16][C:15]1[C:13]([C:12]([OH:20])=[O:19])=[N:6][C:2]([CH:3]([CH3:5])[CH3:4])=[N:7][CH:17]=1. (5) Given the reactants [Cl:1][C:2]1[CH:3]=[C:4]([CH:7]=[CH:8][C:9]=1[Cl:10])[CH:5]=O.[CH3:11][CH:12]([C:14]([NH2:16])=[NH:15])[CH3:13].Cl.C([O:20][C:21](=O)[CH2:22][C:23]#[N:24])C.C([O-])([O-])=O.[K+].[K+], predict the reaction product. The product is: [Cl:1][C:2]1[CH:3]=[C:4]([C:5]2[C:22]([C:23]#[N:24])=[C:21]([OH:20])[N:16]=[C:14]([CH:12]([CH3:13])[CH3:11])[N:15]=2)[CH:7]=[CH:8][C:9]=1[Cl:10]. (6) Given the reactants [OH:1][CH2:2][CH2:3][C@@H:4]1[O:8][C:7]([CH3:10])([CH3:9])[O:6][C:5]1=[O:11].N1C=CN=C1.[C:17]([Si:21]([CH3:24])([CH3:23])Cl)([CH3:20])([CH3:19])[CH3:18].O, predict the reaction product. The product is: [C:17]([Si:21]([CH3:24])([CH3:23])[O:1][CH2:2][CH2:3][C@@H:4]1[O:8][C:7]([CH3:9])([CH3:10])[O:6][C:5]1=[O:11])([CH3:20])([CH3:19])[CH3:18]. (7) Given the reactants [NH2:1][C:2](=[O:28])[CH2:3][N:4]1[CH:9]=[C:8]([C:10]([NH:12][CH2:13][C:14]2[CH:19]=[CH:18][C:17]([Cl:20])=[CH:16][CH:15]=2)=[O:11])[C:7](=[O:21])[C:6]2[S:22][C:23]([CH2:26]O)=[C:24]([CH3:25])[C:5]1=2.N1C(C)=CC(C)=CC=1C.CS([Cl:42])(=O)=O.O, predict the reaction product. The product is: [NH2:1][C:2](=[O:28])[CH2:3][N:4]1[CH:9]=[C:8]([C:10]([NH:12][CH2:13][C:14]2[CH:19]=[CH:18][C:17]([Cl:20])=[CH:16][CH:15]=2)=[O:11])[C:7](=[O:21])[C:6]2[S:22][C:23]([CH2:26][Cl:42])=[C:24]([CH3:25])[C:5]1=2. (8) Given the reactants [CH2:1]([S:8]([NH:11][C:12]([CH:14]1[CH2:19][CH2:18][N:17]([C:20]2[C:28]([C:29]#[N:30])=[CH:27][C:23]([C:24]([OH:26])=[O:25])=[C:22]([CH2:31][N:32]3[CH2:37][CH2:36][CH2:35][CH2:34][C:33]3=[O:38])[N:21]=2)[CH2:16][CH2:15]1)=[O:13])(=[O:10])=[O:9])[C:2]1[CH:7]=[CH:6][CH:5]=[CH:4][CH:3]=1.[CH3:39][CH:40](O)[CH3:41].CCN(C(C)C)C(C)C.C(Cl)Cl, predict the reaction product. The product is: [CH2:1]([S:8]([NH:11][C:12]([CH:14]1[CH2:19][CH2:18][N:17]([C:20]2[C:28]([C:29]#[N:30])=[CH:27][C:23]([C:24]([O:26][CH:40]([CH3:41])[CH3:39])=[O:25])=[C:22]([CH2:31][N:32]3[CH2:37][CH2:36][CH2:35][CH2:34][C:33]3=[O:38])[N:21]=2)[CH2:16][CH2:15]1)=[O:13])(=[O:9])=[O:10])[C:2]1[CH:7]=[CH:6][CH:5]=[CH:4][CH:3]=1. (9) Given the reactants [CH3:1][O:2][C:3]1[CH:8]=[CH:7][C:6](B(O)O)=[CH:5][CH:4]=1.[O-]P([O-])([O-])=O.[K+].[K+].[K+].O.Br[C:22]1[N:23]=[C:24]([C:31]([C:33]2[CH:38]=[CH:37][C:36]([N+:39]([O-:41])=[O:40])=[C:35]([O:42][CH3:43])[CH:34]=2)=[O:32])[N:25]2[CH:30]=[CH:29][CH:28]=[CH:27][C:26]=12, predict the reaction product. The product is: [CH3:43][O:42][C:35]1[CH:34]=[C:33]([C:31]([C:24]2[N:25]3[CH:30]=[CH:29][CH:28]=[CH:27][C:26]3=[C:22]([C:6]3[CH:7]=[CH:8][C:3]([O:2][CH3:1])=[CH:4][CH:5]=3)[N:23]=2)=[O:32])[CH:38]=[CH:37][C:36]=1[N+:39]([O-:41])=[O:40].